This data is from Full USPTO retrosynthesis dataset with 1.9M reactions from patents (1976-2016). The task is: Predict the reactants needed to synthesize the given product. (1) Given the product [Cl:19][C:20]1[CH:21]=[C:22]2[C:26](=[CH:27][CH:28]=1)[CH2:25][CH:24]([CH2:29][NH:13][C@H:10]1[CH2:9][CH2:8][C@@H:7]([N:6]3[C:5]4[CH:14]=[CH:15][C:16]([CH3:18])=[CH:17][C:4]=4[N:3]=[C:2]3[CH3:1])[CH2:12][CH2:11]1)[CH2:23]2, predict the reactants needed to synthesize it. The reactants are: [CH3:1][C:2]1[N:6]([C@@H:7]2[CH2:12][CH2:11][C@H:10]([NH2:13])[CH2:9][CH2:8]2)[C:5]2[CH:14]=[CH:15][C:16]([CH3:18])=[CH:17][C:4]=2[N:3]=1.[Cl:19][C:20]1[CH:21]=[C:22]2[C:26](=[CH:27][CH:28]=1)[CH2:25][CH:24]([CH:29]=O)[CH2:23]2. (2) Given the product [C:1]([O:5][C:6](=[O:17])[C@@H:7]([CH2:19][CH2:20][CH2:21][CH2:22][CH2:23][CH3:24])[C@@H:8]([OH:16])[CH2:9][CH2:10][CH2:11][CH2:12][CH2:13][CH2:14][CH3:15])([CH3:2])([CH3:4])[CH3:3], predict the reactants needed to synthesize it. The reactants are: [C:1]([O:5][C:6](=[O:17])[CH2:7][C@@H:8]([OH:16])[CH2:9][CH2:10][CH2:11][CH2:12][CH2:13][CH2:14][CH3:15])([CH3:4])([CH3:3])[CH3:2].I[CH2:19][CH2:20][CH2:21][CH2:22][CH2:23][CH3:24]. (3) Given the product [Cl:31][C:30]1[C:29]([O:32][CH3:33])=[CH:28][C:27]([O:34][CH3:35])=[C:26]([Cl:36])[C:25]=1[C:20]1[C:19](=[O:37])[N:18]([CH3:38])[C:17]2[N:16]=[C:15]([NH:11][C:3]3[C:4]([N+:8]([O-:10])=[O:9])=[CH:5][CH:6]=[CH:7][C:2]=3[CH3:1])[N:24]=[CH:23][C:22]=2[N:21]=1, predict the reactants needed to synthesize it. The reactants are: [CH3:1][C:2]1[CH:7]=[CH:6][CH:5]=[C:4]([N+:8]([O-:10])=[O:9])[C:3]=1[NH2:11].[H-].[Na+].Cl[C:15]1[N:24]=[CH:23][C:22]2[N:21]=[C:20]([C:25]3[C:30]([Cl:31])=[C:29]([O:32][CH3:33])[CH:28]=[C:27]([O:34][CH3:35])[C:26]=3[Cl:36])[C:19](=[O:37])[N:18]([CH3:38])[C:17]=2[N:16]=1. (4) Given the product [CH2:20]([O:19][C:17]([C:16]1[CH:22]=[CH:23][C:13]([C:13]2[CH:23]=[CH:22][C:16]([CH:10]=[O:11])=[CH:15][CH:14]=2)=[CH:14][CH:15]=1)=[O:18])[CH3:21], predict the reactants needed to synthesize it. The reactants are: C([O-])([O-])=O.[K+].[K+].CN([CH:10]=[O:11])C.Br[C:13]1[CH:23]=[CH:22][C:16]([C:17]([O:19][CH2:20][CH3:21])=[O:18])=[CH:15][CH:14]=1. (5) Given the product [CH2:1]([O:3][C:4]([C:6]1[CH:7]=[N:8][C:9]2[C:14]([C:15]=1[Cl:21])=[N:13][C:12]([O:17][CH3:18])=[CH:11][CH:10]=2)=[O:5])[CH3:2], predict the reactants needed to synthesize it. The reactants are: [CH2:1]([O:3][C:4]([C:6]1[C:15](=O)[C:14]2[C:9](=[CH:10][CH:11]=[C:12]([O:17][CH3:18])[N:13]=2)[NH:8][CH:7]=1)=[O:5])[CH3:2].P(Cl)(Cl)([Cl:21])=O. (6) Given the product [CH2:1]([N:8]1[CH2:13][CH2:12][CH2:11][C:10]2([NH:18][C:17](=[O:19])[C:16]3[CH:20]=[C:21](/[CH:24]=[CH:25]/[C:26]([NH:28][OH:29])=[O:27])[CH:22]=[CH:23][C:15]=3[O:14]2)[CH2:9]1)[C:2]1[CH:7]=[CH:6][CH:5]=[CH:4][CH:3]=1, predict the reactants needed to synthesize it. The reactants are: [CH2:1]([N:8]1[CH2:13][CH2:12][CH2:11][C:10]2([NH:18][C:17](=[O:19])[C:16]3[CH:20]=[C:21](/[CH:24]=[CH:25]/[C:26]([NH:28][O:29]C4CCCCO4)=[O:27])[CH:22]=[CH:23][C:15]=3[O:14]2)[CH2:9]1)[C:2]1[CH:7]=[CH:6][CH:5]=[CH:4][CH:3]=1.Cl. (7) Given the product [CH:32]1([CH:6]2[NH:5][CH2:11][C:10]3[CH:9]=[CH:12][C:13]([O:16][CH:17]4[CH2:18][CH2:19][N:20]([C:58]([CH:53]5[CH2:57][CH2:56][CH2:55][CH2:54]5)=[O:59])[CH2:21][CH2:22]4)=[CH:14][C:15]=3[CH2:8][CH2:7]2)[CH2:33][CH2:34][CH2:29]1, predict the reactants needed to synthesize it. The reactants are: C1([N:5]2[CH2:11][CH2:10][C:9]3[CH:12]=[C:13]([O:16][CH:17]4[CH2:22][CH2:21][NH:20][CH2:19][CH2:18]4)[CH:14]=[CH:15][C:8]=3[CH2:7][CH2:6]2)CCC1.CCN(C[C:29]1[CH:34]=[CH:33][CH:32]=CC=1)CC.C=C[C:33]1[CH:32]=CC=[CH:29][CH:34]=1.C=C[C:33]1[CH:32]=CC(C=C)=[CH:29][CH:34]=1.[CH:53]1([C:58](Cl)=[O:59])[CH2:57][CH2:56][CH2:55][CH2:54]1.